Dataset: Human liver microsome stability data. Task: Regression/Classification. Given a drug SMILES string, predict its absorption, distribution, metabolism, or excretion properties. Task type varies by dataset: regression for continuous measurements (e.g., permeability, clearance, half-life) or binary classification for categorical outcomes (e.g., BBB penetration, CYP inhibition). Dataset: hlm. (1) The compound is O=[N+]([O-])CC(c1ccccc1)c1c(-c2ccccc2)[nH]c2ccccc12. The result is 1 (stable in human liver microsomes). (2) The result is 0 (unstable in human liver microsomes). The compound is COc1cc(F)c2c(O)c3ccc(-c4ccc(Cl)cc4)cc3nc2c1. (3) The result is 0 (unstable in human liver microsomes). The compound is CC1=C2C[C@H]3[C@@H](CC[C@@H]4Cc5[nH]nc(C(F)(F)F)c5C[C@@]43C)[C@@H]2CC[C@@]2(C1)O[C@@H]1C[C@H](C)CN[C@H]1[C@H]2C.